The task is: Predict the reaction yield, written as a fraction of the theoretical maximum amount of product (1.0 means a 100% yield; for example, 0.34 means a 34% yield).. This data is from Reaction yield outcomes from USPTO patents with 853,638 reactions. (1) The reactants are Br[C:2]1[C:7]([C:8]([F:11])([F:10])[F:9])=[CH:6][C:5]([NH:12][C:13]2[N:17]=[C:16]([NH2:18])[NH:15][N:14]=2)=[CH:4][C:3]=1[Cl:19].CN1C(C)(C)CC(SC2C=CC(B3OC(C)(C)C(C)(C)O3)=CC=2)CC1(C)C.[CH3:47][O:48][C:49]1[CH:54]=[CH:53][C:52](B2OC(C)(C)C(C)(C)O2)=[CH:51][C:50]=1[S:64]([NH2:67])(=[O:66])=[O:65].C([O-])([O-])=O.[K+].[K+]. The catalyst is COCCOC.O1CCOCC1.C1C=CC([P]([Pd]([P](C2C=CC=CC=2)(C2C=CC=CC=2)C2C=CC=CC=2)([P](C2C=CC=CC=2)(C2C=CC=CC=2)C2C=CC=CC=2)[P](C2C=CC=CC=2)(C2C=CC=CC=2)C2C=CC=CC=2)(C2C=CC=CC=2)C2C=CC=CC=2)=CC=1. The product is [NH2:18][C:16]1[NH:15][N:14]=[C:13]([NH:12][C:5]2[CH:6]=[C:7]([C:8]([F:11])([F:10])[F:9])[C:2]([C:52]3[CH:53]=[CH:54][C:49]([O:48][CH3:47])=[C:50]([S:64]([NH2:67])(=[O:66])=[O:65])[CH:51]=3)=[C:3]([Cl:19])[CH:4]=2)[N:17]=1. The yield is 0.250. (2) The reactants are C[O:2][C:3](=[O:22])[CH:4]=[CH:5][CH:6]1[O:11][CH2:10][CH2:9][N:8]([C:12]([O:14][CH2:15][C:16]2[CH:21]=[CH:20][CH:19]=[CH:18][CH:17]=2)=[O:13])[CH2:7]1.[OH-].[Na+]. No catalyst specified. The product is [CH2:15]([O:14][C:12]([N:8]1[CH2:9][CH2:10][O:11][CH:6]([CH:5]=[CH:4][C:3]([OH:22])=[O:2])[CH2:7]1)=[O:13])[C:16]1[CH:21]=[CH:20][CH:19]=[CH:18][CH:17]=1. The yield is 0.960. (3) The reactants are Cl[C:2]1[N:11]=[CH:10][C:9]2[N:8]([CH2:12][C:13]([N:15]([CH3:23])[CH2:16][CH:17]3[CH2:22][CH2:21][O:20][CH2:19][CH2:18]3)=[O:14])[CH2:7][C@@H:6]3[CH2:24][O:25][CH2:26][CH2:27][N:5]3[C:4]=2[N:3]=1.[NH:28]1[C:36]2[CH:35]=[CH:34][CH:33]=[C:32](B(O)O)[C:31]=2[CH:30]=[CH:29]1.C(=O)([O-])[O-].[Na+].[Na+]. The catalyst is O1CCOCC1.O.CCOC(C)=O.C1C=CC([P]([Pd]([P](C2C=CC=CC=2)(C2C=CC=CC=2)C2C=CC=CC=2)([P](C2C=CC=CC=2)(C2C=CC=CC=2)C2C=CC=CC=2)[P](C2C=CC=CC=2)(C2C=CC=CC=2)C2C=CC=CC=2)(C2C=CC=CC=2)C2C=CC=CC=2)=CC=1. The product is [NH:28]1[C:36]2[C:31](=[C:32]([C:2]3[N:11]=[CH:10][C:9]4[N:8]([CH2:12][C:13]([N:15]([CH3:23])[CH2:16][CH:17]5[CH2:22][CH2:21][O:20][CH2:19][CH2:18]5)=[O:14])[CH2:7][C@@H:6]5[CH2:24][O:25][CH2:26][CH2:27][N:5]5[C:4]=4[N:3]=3)[CH:33]=[CH:34][CH:35]=2)[CH:30]=[CH:29]1. The yield is 0.437. (4) The reactants are [F:1][C:2]1[CH:23]=[CH:22][CH:21]=[CH:20][C:3]=1[CH2:4][S:5][CH:6]1[CH2:11][CH2:10][N:9]([CH2:12][C:13]2[C:14](=[O:19])[NH:15][CH:16]=[CH:17][N:18]=2)[CH2:8][CH2:7]1.ClC1C=CC=C(C(OO)=[O:32])C=1.S([O-])([O-])(=O)=S.[Na+].[Na+]. The catalyst is ClCCl. The product is [F:1][C:2]1[CH:23]=[CH:22][CH:21]=[CH:20][C:3]=1[CH2:4][S:5]([CH:6]1[CH2:7][CH2:8][N:9]([CH2:12][C:13]2[C:14](=[O:19])[NH:15][CH:16]=[CH:17][N:18]=2)[CH2:10][CH2:11]1)=[O:32]. The yield is 0.270. (5) The reactants are [NH2:1][C:2]1[N:7]=[CH:6][N:5]=[C:4]2[N:8]([CH2:25][C@H:26]3[CH2:30][CH2:29][CH2:28][N:27]3[C:31](=[O:35])[CH2:32][C:33]#[N:34])[N:9]=[C:10]([C:11]3[CH:16]=[CH:15][C:14]([O:17][C:18]4[CH:23]=[CH:22][CH:21]=[CH:20][CH:19]=4)=[CH:13][C:12]=3[F:24])[C:3]=12.N1CCCCC1.[CH3:42][C:43]([N:47]1[CH2:52][CH2:51][CH2:50][CH2:49][CH2:48]1)([CH3:46])[CH:44]=O. The catalyst is C(O)C. The product is [NH2:1][C:2]1[N:7]=[CH:6][N:5]=[C:4]2[N:8]([CH2:25][C@H:26]3[CH2:30][CH2:29][CH2:28][N:27]3[C:31]([C:32](=[CH:42][C:43]([CH3:46])([N:47]3[CH2:52][CH2:51][CH2:50][CH2:49][CH2:48]3)[CH3:44])[C:33]#[N:34])=[O:35])[N:9]=[C:10]([C:11]3[CH:16]=[CH:15][C:14]([O:17][C:18]4[CH:19]=[CH:20][CH:21]=[CH:22][CH:23]=4)=[CH:13][C:12]=3[F:24])[C:3]=12. The yield is 0.0800. (6) The reactants are C(B1OB(C=C)OB([CH:11]=[CH2:12])O1)=C.N1C=CC=CC=1.[OH:19][C:20]1[C:21]([N+:30]([O-:32])=[O:31])=[C:22]([CH:27]=[CH:28][CH:29]=1)[C:23]([O:25][CH3:26])=[O:24].C(O)(C(F)(F)F)=O. The catalyst is C([O-])(=O)C.[Cu+2].C([O-])(=O)C.O.CO.ClCCl. The product is [N+:30]([C:21]1[C:20]([O:19][CH:11]=[CH2:12])=[CH:29][CH:28]=[CH:27][C:22]=1[C:23]([O:25][CH3:26])=[O:24])([O-:32])=[O:31]. The yield is 0.504. (7) The reactants are Br[C:2]1[CH:3]=[C:4]([N:10]2[C:14]3=[N:15][CH:16]=[CH:17][CH:18]=[C:13]3[C:12]([C:19]([O:21][CH3:22])=[O:20])=[N:11]2)[CH:5]=[C:6]([C:8]#[N:9])[CH:7]=1.[C:23]([C@:25]1([OH:32])[CH2:29][CH2:28][N:27]([CH3:30])[C:26]1=[O:31])#[CH:24]. No catalyst specified. The product is [C:8]([C:6]1[CH:5]=[C:4]([N:10]2[C:14]3=[N:15][CH:16]=[CH:17][CH:18]=[C:13]3[C:12]([C:19]([O:21][CH3:22])=[O:20])=[N:11]2)[CH:3]=[C:2]([C:24]#[C:23][C@:25]2([OH:32])[CH2:29][CH2:28][N:27]([CH3:30])[C:26]2=[O:31])[CH:7]=1)#[N:9]. The yield is 0.370. (8) The reactants are [CH3:1][C:2]([NH:25][C:26]([NH2:28])=[S:27])([CH3:24])[CH2:3][NH:4]C(C1C=CC=CC=1)(C1C=CC=CC=1)C1C=CC=CC=1.[Br:29][CH:30]1[CH2:36][CH2:35][O:34][C:33]2[CH:37]=[C:38]([Br:41])[CH:39]=[CH:40][C:32]=2[C:31]1=O. The catalyst is C(O)C. The product is [BrH:29].[Br:41][C:38]1[CH:39]=[CH:40][C:32]2[C:31]3[N:28]=[C:26]([NH:25][C:2]([CH3:24])([CH3:1])[CH2:3][NH2:4])[S:27][C:30]=3[CH2:36][CH2:35][O:34][C:33]=2[CH:37]=1. The yield is 0.680. (9) The reactants are C(=NO)C1C(=CC=CC=1)O.C([O-])([O-])=O.[Cs+].[Cs+].[NH:17]1[C:21]([C:22]2[C:27](=[O:28])[CH:26]=[CH:25][N:24]([C:29]3[CH:34]=[CH:33][CH:32]=[C:31]([C:35]([F:38])([F:37])[F:36])[CH:30]=3)[N:23]=2)=[CH:20][CH:19]=[N:18]1.I[C:40]1[CH:44]=[CH:43][S:42][CH:41]=1. The catalyst is CC#N.CCOC(C)=O.O.[Cu-]=O. The product is [S:42]1[CH:43]=[CH:44][C:40]([N:17]2[C:21]([C:22]3[C:27](=[O:28])[CH:26]=[CH:25][N:24]([C:29]4[CH:34]=[CH:33][CH:32]=[C:31]([C:35]([F:37])([F:36])[F:38])[CH:30]=4)[N:23]=3)=[CH:20][CH:19]=[N:18]2)=[CH:41]1. The yield is 0.0200.